Dataset: Forward reaction prediction with 1.9M reactions from USPTO patents (1976-2016). Task: Predict the product of the given reaction. (1) Given the reactants [CH:1](/[C:9]1[NH:13][C:12]2[CH:14]=[CH:15][CH:16]=[CH:17][C:11]=2[N:10]=1)=[CH:2]\[C:3]1[CH:8]=[CH:7][CH:6]=[CH:5][CH:4]=1.[H-].[Na+].Cl[C:21]1[C:26]([C:27]([F:30])([F:29])[F:28])=[CH:25][CH:24]=[CH:23][N:22]=1, predict the reaction product. The product is: [CH:1](/[C:9]1[N:10]([C:21]2[C:26]([C:27]([F:30])([F:29])[F:28])=[CH:25][CH:24]=[CH:23][N:22]=2)[C:11]2[CH:17]=[CH:16][CH:15]=[CH:14][C:12]=2[N:13]=1)=[CH:2]\[C:3]1[CH:4]=[CH:5][CH:6]=[CH:7][CH:8]=1. (2) Given the reactants [CH:1]1[C:10]2[C:5](=[CH:6][CH:7]=[CH:8][CH:9]=2)[CH:4]=[CH:3][C:2]=1[C:11]1([C:16]#N)[CH2:15][CH2:14][CH2:13][CH2:12]1.ClC1C=CC(Cl)=CC=1C1(C=[O:32])CCCC1, predict the reaction product. The product is: [CH:1]1[C:10]2[C:5](=[CH:6][CH:7]=[CH:8][CH:9]=2)[CH:4]=[CH:3][C:2]=1[C:11]1([CH:16]=[O:32])[CH2:15][CH2:14][CH2:13][CH2:12]1. (3) The product is: [N:14]1([C:2]2[N:11]=[CH:10][C:9]3[C:4](=[C:5]([OH:12])[CH:6]=[CH:7][CH:8]=3)[N:3]=2)[CH:18]=[CH:17][CH:16]=[N:15]1. Given the reactants Cl[C:2]1[N:11]=[CH:10][C:9]2[C:4](=[C:5]([O:12]C)[CH:6]=[CH:7][CH:8]=2)[N:3]=1.[NH:14]1[CH:18]=[CH:17][CH:16]=[N:15]1.B(Br)(Br)Br, predict the reaction product.